From a dataset of Forward reaction prediction with 1.9M reactions from USPTO patents (1976-2016). Predict the product of the given reaction. Given the reactants Cl.[NH2:2][CH2:3][C:4]1[CH:5]=[C:6]2[C:11](=[CH:12][CH:13]=1)[N:10]=[C:9]([CH3:14])[N:8]([CH:15]1[CH2:20][CH2:19][C:18](=[O:21])[NH:17][C:16]1=[O:22])[C:7]2=[O:23].[CH3:24][N:25]([CH3:29])[C:26](Cl)=[O:27].C(N(CC)C(C)C)(C)C, predict the reaction product. The product is: [O:22]=[C:16]1[CH:15]([N:8]2[C:7](=[O:23])[C:6]3[C:11](=[CH:12][CH:13]=[C:4]([CH2:3][NH:2][C:26](=[O:27])[N:25]([CH3:29])[CH3:24])[CH:5]=3)[N:10]=[C:9]2[CH3:14])[CH2:20][CH2:19][C:18](=[O:21])[NH:17]1.